This data is from Reaction yield outcomes from USPTO patents with 853,638 reactions. The task is: Predict the reaction yield, written as a fraction of the theoretical maximum amount of product (1.0 means a 100% yield; for example, 0.34 means a 34% yield). (1) The reactants are [CH2:1]([O:3][C:4](=[O:28])[C:5]([O:8][C:9]1[CH:14]=[CH:13][C:12]([Br:15])=[CH:11][C:10]=1/[CH:16]=[C:17]1\[C:18](=[O:27])[NH:19][C:20]2[C:25]\1=[CH:24][CH:23]=[C:22]([Cl:26])[CH:21]=2)([CH3:7])[CH3:6])[CH3:2].[C:29]([O:33][C:34](O[C:34]([O:33][C:29]([CH3:32])([CH3:31])[CH3:30])=[O:35])=[O:35])([CH3:32])([CH3:31])[CH3:30]. The catalyst is ClCCl.CN(C)C1C=CN=CC=1. The product is [C:29]([O:33][C:34]([N:19]1[C:20]2[C:25](=[CH:24][CH:23]=[C:22]([Cl:26])[CH:21]=2)[C:17](=[CH:16][C:10]2[CH:11]=[C:12]([Br:15])[CH:13]=[CH:14][C:9]=2[O:8][C:5]([C:4]([O:3][CH2:1][CH3:2])=[O:28])([CH3:7])[CH3:6])[C:18]1=[O:27])=[O:35])([CH3:32])([CH3:31])[CH3:30]. The yield is 0.880. (2) The yield is 0.580. The product is [CH3:32][C:31]1[C:24]2[C:23]([CH2:22][N:15]3[C:16]4[CH:21]=[CH:20][CH:19]=[CH:18][C:17]=4[N:13]([CH2:12][CH2:11][S:8]([OH:10])(=[O:9])=[O:7])[C:14]3=[O:33])=[CH:27][S:26][C:25]=2[CH:28]=[CH:29][CH:30]=1. The reactants are C1([O:7][S:8]([CH2:11][CH2:12][N:13]2[C:17]3[CH:18]=[CH:19][CH:20]=[CH:21][C:16]=3[N:15]([CH2:22][C:23]3[C:24]4[C:31]([CH3:32])=[CH:30][CH:29]=[CH:28][C:25]=4[S:26][CH:27]=3)[C:14]2=[O:33])(=[O:10])=[O:9])C=CC=CC=1.[OH-].[Na+].Cl.O. The catalyst is C(O)C.C1COCC1.CO.C(Cl)Cl. (3) The reactants are [CH3:1][C:2]1([C:5]([OH:7])=O)[CH2:4][CH2:3]1.C(Cl)(=O)C(Cl)=O.Cl.[NH2:15][C:16]1[N:17]=[C:18]2[CH:23]=[CH:22][C:21]([O:24][C:25]3[CH:26]=[CH:27][C:28]([CH3:41])=[C:29]([NH:31][C:32]([C:34]4[N:38]([CH3:39])[N:37]=[C:36]([CH3:40])[CH:35]=4)=[O:33])[CH:30]=3)=[N:20][N:19]2[CH:42]=1.C(=O)([O-])O.[Na+]. The catalyst is O1CCCC1.CN(C)C=O.CN(C)C(=O)C.C(OCC)(=O)C.O1CCCC1. The product is [CH3:39][N:38]1[C:34]([C:32]([NH:31][C:29]2[CH:30]=[C:25]([O:24][C:21]3[CH:22]=[CH:23][C:18]4[N:19]([CH:42]=[C:16]([NH:15][C:5]([C:2]5([CH3:1])[CH2:4][CH2:3]5)=[O:7])[N:17]=4)[N:20]=3)[CH:26]=[CH:27][C:28]=2[CH3:41])=[O:33])=[CH:35][C:36]([CH3:40])=[N:37]1. The yield is 0.740. (4) The catalyst is C1COCC1. The product is [CH3:30][O:29][C:28](=[O:31])[NH:27][C@@H:22]([C:23]([CH3:26])([CH3:25])[CH3:24])[C:20](=[O:21])[NH:19][C@@H:5]([CH2:6][C:7]1[CH:12]=[CH:11][C:10]([C:13]2[CH:18]=[CH:17][CH:16]=[CH:15][N:14]=2)=[CH:9][CH:8]=1)[CH2:4][C@H:3]([OH:32])[C@H:2]([CH2:33][C:34]1[CH:35]=[CH:36][CH:37]=[CH:38][CH:39]=1)[NH:1][C:43](=[O:44])[C@H:42]([CH:41]([CH2:58][CH3:59])[CH3:40])[NH:46][C:47](=[O:48])[N:49]([CH3:57])[CH2:50][C:51]1[N:52]=[C:53]([CH3:56])[S:54][CH:55]=1. The yield is 0.780. The reactants are [NH2:1][C@@H:2]([CH2:33][C:34]1[CH:39]=[CH:38][CH:37]=[CH:36][CH:35]=1)[C@@H:3]([OH:32])[CH2:4][C@@H:5]([NH:19][C:20]([C@@H:22]([NH:27][C:28](=[O:31])[O:29][CH3:30])[C:23]([CH3:26])([CH3:25])[CH3:24])=[O:21])[CH2:6][C:7]1[CH:12]=[CH:11][C:10]([C:13]2[CH:18]=[CH:17][CH:16]=[CH:15][N:14]=2)=[CH:9][CH:8]=1.[CH3:40][C@@H:41]([CH2:58][CH3:59])[C@H:42]([NH:46][C:47]([N:49]([CH3:57])[CH2:50][C:51]1[N:52]=[C:53]([CH3:56])[S:54][CH:55]=1)=[O:48])[C:43](O)=[O:44].CCOP(ON1N=NC2C=CC=CC=2C1=O)(OCC)=O.C(N(CC)C(C)C)(C)C. (5) The reactants are [N+:1]([C:4]1[CH:9]=[CH:8][C:7]([CH:10]2[CH2:14][CH2:13][CH:12]([C:15]3[CH:20]=[CH:19][C:18]([N+:21]([O-])=O)=[CH:17][CH:16]=3)[N:11]2[C:24]2[CH:29]=[CH:28][C:27]([C:30]3[CH:31]=[CH:32][C:33]([N:36]([CH3:38])[CH3:37])=[N:34][CH:35]=3)=[CH:26][CH:25]=2)=[CH:6][CH:5]=1)([O-])=O.C(O)C. The catalyst is C1COCC1.[Pt](=O)=O. The product is [CH3:37][N:36]([CH3:38])[C:33]1[N:34]=[CH:35][C:30]([C:27]2[CH:26]=[CH:25][C:24]([N:11]3[CH:12]([C:15]4[CH:20]=[CH:19][C:18]([NH2:21])=[CH:17][CH:16]=4)[CH2:13][CH2:14][CH:10]3[C:7]3[CH:6]=[CH:5][C:4]([NH2:1])=[CH:9][CH:8]=3)=[CH:29][CH:28]=2)=[CH:31][CH:32]=1. The yield is 1.00. (6) The product is [N:10]1[CH:9]=[CH:8][N:6]2[C:5]=1[CH:4]=[CH:3][C:2]([O:11][C:12]1[CH:13]=[C:14]([CH:19]=[CH:20][CH:21]=1)[C:15]([O:17][CH3:18])=[O:16])=[N:7]2. The catalyst is O. The reactants are Cl[C:2]1[CH:3]=[CH:4][C:5]2[N:6]([CH:8]=[CH:9][N:10]=2)[N:7]=1.[OH:11][C:12]1[CH:13]=[C:14]([CH:19]=[CH:20][CH:21]=1)[C:15]([O:17][CH3:18])=[O:16].C(=O)([O-])[O-].[K+].[K+].CN1CCCC1=O. The yield is 0.640. (7) The reactants are [Cl:1][C:2]1[C:3]([I:11])=[C:4](F)[C:5]([C:8]#[N:9])=[N:6][CH:7]=1.[NH2:12][CH:13]([CH2:16][CH3:17])[CH2:14][CH3:15]. No catalyst specified. The product is [Cl:1][C:2]1[C:3]([I:11])=[C:4]([NH:12][CH:13]([CH2:16][CH3:17])[CH2:14][CH3:15])[C:5]([C:8]#[N:9])=[N:6][CH:7]=1. The yield is 1.00. (8) The reactants are ClCCCO.[F-].[K+].[F:8][CH2:9][CH2:10][CH2:11][OH:12].[S:13](Cl)([C:16]1[CH:22]=[CH:21][C:19]([CH3:20])=[CH:18][CH:17]=1)(=[O:15])=[O:14]. The catalyst is C(O)CO.N1C=CC=CC=1.[Na+].[I-]. The product is [CH3:20][C:19]1[CH:21]=[CH:22][C:16]([S:13]([O:12][CH2:11][CH2:10][CH2:9][F:8])(=[O:15])=[O:14])=[CH:17][CH:18]=1. The yield is 0.670. (9) The reactants are [F-].C([N+](CCCC)(CCCC)CCCC)CCC.C1(S([N:28]2[C:36]3[C:31](=[CH:32][C:33]([CH:37]([C:47]4[CH:52]=[CH:51][CH:50]=[CH:49][CH:48]=4)[CH2:38][O:39][Si](C(C)(C)C)(C)C)=[CH:34][CH:35]=3)[CH:30]=[C:29]2[C:53]#[N:54])(=O)=O)C=CC=CC=1. No catalyst specified. The product is [OH:39][CH2:38][CH:37]([C:33]1[CH:32]=[C:31]2[C:36](=[CH:35][CH:34]=1)[NH:28][C:29]([C:53]#[N:54])=[CH:30]2)[C:47]1[CH:48]=[CH:49][CH:50]=[CH:51][CH:52]=1. The yield is 0.750. (10) The reactants are [Br:1][C:2]1[CH:3]=[C:4]([CH:8]=[CH:9][C:10]=1[OH:11])[C:5]([OH:7])=[O:6].[C:12](Cl)(=[O:14])[CH3:13]. The catalyst is ClCCl.N1C=CC=CC=1. The product is [C:12]([O:11][C:10]1[CH:9]=[CH:8][C:4]([C:5]([OH:7])=[O:6])=[CH:3][C:2]=1[Br:1])(=[O:14])[CH3:13]. The yield is 1.00.